Dataset: Forward reaction prediction with 1.9M reactions from USPTO patents (1976-2016). Task: Predict the product of the given reaction. Given the reactants [C:1]([C:3]1[N:7]2[CH:8]=[C:9]([C:12]3[CH:17]=[CH:16][C:15]([C:18]([N:20]4[CH2:25][CH2:24][O:23][CH2:22][CH2:21]4)=[O:19])=[CH:14][CH:13]=3)[CH:10]=[CH:11][C:6]2=[N:5][CH:4]=1)#[CH:2].I[C:27]1[CH:32]=[CH:31][N:30]=[CH:29][CH:28]=1, predict the reaction product. The product is: [O:23]1[CH2:22][CH2:21][N:20]([C:18]([C:15]2[CH:14]=[CH:13][C:12]([C:9]3[CH:10]=[CH:11][C:6]4[N:7]([C:3]([C:1]#[C:2][C:27]5[CH:32]=[CH:31][N:30]=[CH:29][CH:28]=5)=[CH:4][N:5]=4)[CH:8]=3)=[CH:17][CH:16]=2)=[O:19])[CH2:25][CH2:24]1.